This data is from Full USPTO retrosynthesis dataset with 1.9M reactions from patents (1976-2016). The task is: Predict the reactants needed to synthesize the given product. (1) Given the product [CH2:12]([O:14][C:15]([C@:17]1([N:39]=[N+:40]=[N-:41])[C@H:22]([S:23]([CH2:24][C:25]2[CH:30]=[CH:29][C:28]([Cl:31])=[C:27]([Cl:32])[CH:26]=2)=[O:9])[CH2:21][C@@H:20]2[C@H:18]1[C@@:19]2([F:38])[C:33]([O:35][CH2:36][CH3:37])=[O:34])=[O:16])[CH3:13], predict the reactants needed to synthesize it. The reactants are: ClC1C=CC=C(C(OO)=[O:9])C=1.[CH2:12]([O:14][C:15]([C@:17]1([N:39]=[N+:40]=[N-:41])[C@H:22]([S:23][CH2:24][C:25]2[CH:30]=[CH:29][C:28]([Cl:31])=[C:27]([Cl:32])[CH:26]=2)[CH2:21][C@@H:20]2[C@H:18]1[C@@:19]2([F:38])[C:33]([O:35][CH2:36][CH3:37])=[O:34])=[O:16])[CH3:13]. (2) Given the product [Cl:58][C:59]1[CH:64]=[CH:63][C:62]([NH:65][CH:66]2[CH2:67][CH2:68][N:69]([C:19](=[O:21])[CH2:18][CH2:17][CH2:16][N:13]3[CH2:14][CH2:15][N:10]([C:7]4[CH:8]=[CH:9][C:4]([C:3]([F:2])([F:22])[F:23])=[CH:5][CH:6]=4)[CH2:11][CH2:12]3)[CH2:70][CH2:71]2)=[CH:61][C:60]=1[C:72]([F:75])([F:73])[F:74], predict the reactants needed to synthesize it. The reactants are: [Li+].[F:2][C:3]([F:23])([F:22])[C:4]1[CH:9]=[CH:8][C:7]([N:10]2[CH2:15][CH2:14][N:13]([CH2:16][CH2:17][CH2:18][C:19]([O-:21])=O)[CH2:12][CH2:11]2)=[CH:6][CH:5]=1.C(N(C(C)C)CC)(C)C.F[P-](F)(F)(F)(F)F.CN(C)C(ON1C2C=CC=CC=2N=N1)=[N+](C)C.Cl.[Cl:58][C:59]1[CH:64]=[CH:63][C:62]([NH:65][CH:66]2[CH2:71][CH2:70][NH:69][CH2:68][CH2:67]2)=[CH:61][C:60]=1[C:72]([F:75])([F:74])[F:73].